The task is: Predict the reaction yield, written as a fraction of the theoretical maximum amount of product (1.0 means a 100% yield; for example, 0.34 means a 34% yield).. This data is from Reaction yield outcomes from USPTO patents with 853,638 reactions. (1) The reactants are [NH2:1][C@H:2]([C:25]1[CH:30]=[CH:29][CH:28]=[CH:27][CH:26]=1)[CH2:3][CH2:4][N:5]1[CH2:24][CH2:23][C:8]2([NH:12][C:11](=[O:13])[N:10]([CH2:14][C:15]3[CH:20]=[CH:19][C:18]([Br:21])=[CH:17][CH:16]=3)[C:9]2=[O:22])[CH2:7][CH2:6]1.C(N(CC)CC)C.[CH2:38]([S:40]([Cl:43])(=[O:42])=[O:41])[CH3:39]. The catalyst is CN(C=O)C. The product is [ClH:43].[Br:21][C:18]1[CH:19]=[CH:20][C:15]([CH2:14][N:10]2[C:9](=[O:22])[C:8]3([CH2:7][CH2:6][N:5]([CH2:4][CH2:3][C@H:2]([NH:1][S:40]([CH2:38][CH3:39])(=[O:42])=[O:41])[C:25]4[CH:26]=[CH:27][CH:28]=[CH:29][CH:30]=4)[CH2:24][CH2:23]3)[NH:12][C:11]2=[O:13])=[CH:16][CH:17]=1. The yield is 0.130. (2) The reactants are [NH2:1][C:2]1[CH:7]=[CH:6][N:5]=[CH:4][CH:3]=1.CCN(C(C)C)C(C)C.[CH2:17]([O:24][C:25]([NH:27][CH2:28][C:29]([C:31]1[CH:39]=[CH:38][C:34]([C:35](Cl)=[O:36])=[CH:33][CH:32]=1)=[O:30])=[O:26])[C:18]1[CH:23]=[CH:22][CH:21]=[CH:20][CH:19]=1. The catalyst is C(#N)C. The product is [CH2:17]([O:24][C:25](=[O:26])[NH:27][CH2:28][C:29](=[O:30])[C:31]1[CH:32]=[CH:33][C:34]([C:35](=[O:36])[NH:1][C:2]2[CH:7]=[CH:6][N:5]=[CH:4][CH:3]=2)=[CH:38][CH:39]=1)[C:18]1[CH:23]=[CH:22][CH:21]=[CH:20][CH:19]=1. The yield is 0.370. (3) The reactants are [C:1]([C:3]1[CH:8]=[CH:7][CH:6]=[C:5]([O:9][C:10]2[CH:15]=[CH:14][CH:13]=[C:12]([O:16][CH3:17])[CH:11]=2)[CH:4]=1)#[CH:2].I[C:19]1[CH:24]=[CH:23][C:22]([OH:25])=[CH:21][CH:20]=1.C(N(CC)CC)C. The catalyst is O1CCCC1.[Cu]I.Cl[Pd](Cl)([P](C1C=CC=CC=1)(C1C=CC=CC=1)C1C=CC=CC=1)[P](C1C=CC=CC=1)(C1C=CC=CC=1)C1C=CC=CC=1. The product is [CH3:17][O:16][C:12]1[CH:11]=[C:10]([CH:15]=[CH:14][CH:13]=1)[O:9][C:5]1[CH:4]=[C:3]([C:1]#[C:2][C:19]2[CH:24]=[CH:23][C:22]([OH:25])=[CH:21][CH:20]=2)[CH:8]=[CH:7][CH:6]=1. The yield is 0.190. (4) The reactants are Cl.[S:2]1[CH2:7][CH2:6][N:5]([CH2:8][C:9]([OH:11])=O)[CH2:4][CH2:3]1.[NH2:12][C@@H:13]([CH2:31][O:32][CH2:33][C:34]1[CH:39]=[CH:38][CH:37]=[CH:36][CH:35]=1)[C:14]([NH:16][C:17]1[CH:22]=[CH:21][C:20]([O:23][C:24]2[CH:29]=[CH:28][C:27]([F:30])=[CH:26][CH:25]=2)=[CH:19][CH:18]=1)=[O:15]. No catalyst specified. The product is [CH2:33]([O:32][CH2:31][C@H:13]([NH:12][C:9](=[O:11])[CH2:8][N:5]1[CH2:4][CH2:3][S:2][CH2:7][CH2:6]1)[C:14]([NH:16][C:17]1[CH:22]=[CH:21][C:20]([O:23][C:24]2[CH:29]=[CH:28][C:27]([F:30])=[CH:26][CH:25]=2)=[CH:19][CH:18]=1)=[O:15])[C:34]1[CH:39]=[CH:38][CH:37]=[CH:36][CH:35]=1. The yield is 0.339.